Dataset: Reaction yield outcomes from USPTO patents with 853,638 reactions. Task: Predict the reaction yield, written as a fraction of the theoretical maximum amount of product (1.0 means a 100% yield; for example, 0.34 means a 34% yield). (1) The reactants are [C:1]([O:5][C:6]([N:8]([CH2:14][C:15]1[CH:20]=[CH:19][C:18]([C:21]#[N:22])=[CH:17][CH:16]=1)[CH2:9][C:10]([O:12][CH3:13])=[O:11])=[O:7])([CH3:4])([CH3:3])[CH3:2].Cl.[NH2:24][OH:25]. The catalyst is CN(C=O)C.CC(=O)OCC. The product is [C:1]([O:5][C:6]([N:8]([CH2:14][C:15]1[CH:16]=[CH:17][C:18]([C:21](=[NH:22])[NH:24][OH:25])=[CH:19][CH:20]=1)[CH2:9][C:10]([O:12][CH3:13])=[O:11])=[O:7])([CH3:4])([CH3:2])[CH3:3]. The yield is 0.850. (2) The reactants are [C:1]([C:5]1[CH:10]=[CH:9][C:8]([N+:11]([O-:13])=[O:12])=[CH:7][CH:6]=1)([CH3:4])([CH3:3])[CH3:2].[Br:14]Br.S([O-])(O)=O.[Na+]. The catalyst is S(=O)(=O)(O)O.S([O-])([O-])(=O)=O.[Ag+2]. The product is [Br:14][C:10]1[CH:9]=[C:8]([N+:11]([O-:13])=[O:12])[CH:7]=[CH:6][C:5]=1[C:1]([CH3:4])([CH3:2])[CH3:3]. The yield is 0.980. (3) The reactants are [CH2:1]([C:4]1([CH2:10][CH2:11][OH:12])[O:9][CH2:8][CH2:7][CH2:6][O:5]1)CC.C(OCC)(=O)CC(C)=O. No catalyst specified. The product is [CH3:1][C:4]1([CH2:10][CH2:11][OH:12])[O:9][CH2:8][CH2:7][CH2:6][O:5]1. The yield is 0.490. (4) The reactants are [F:1][C:2]([F:22])([F:21])[C:3]1[CH:4]=[C:5]([C:9]2[CH:10]=[CH:11][C:12]3[N:18]4[CH2:19][C@H:15]([CH2:16][CH2:17]4)[NH:14][C:13]=3[N:20]=2)[CH:6]=[CH:7][CH:8]=1.CCN(C(C)C)C(C)C.Cl[C:33](Cl)([O:35]C(=O)OC(Cl)(Cl)Cl)Cl.[CH2:44]([O:51][C:52](=[O:67])[NH:53][CH2:54][C:55]1[O:56][C:57]([C:60]2[CH:65]=[CH:64][CH:63]=[C:62]([NH2:66])[CH:61]=2)=[CH:58][N:59]=1)[C:45]1[CH:50]=[CH:49][CH:48]=[CH:47][CH:46]=1. The catalyst is C(Cl)Cl. The product is [CH2:44]([O:51][C:52](=[O:67])[NH:53][CH2:54][C:55]1[O:56][C:57]([C:60]2[CH:65]=[CH:64][CH:63]=[C:62]([NH:66][C:33]([N:14]3[C@@H:15]4[CH2:19][N:18]([CH2:17][CH2:16]4)[C:12]4[CH:11]=[CH:10][C:9]([C:5]5[CH:6]=[CH:7][CH:8]=[C:3]([C:2]([F:21])([F:1])[F:22])[CH:4]=5)=[N:20][C:13]3=4)=[O:35])[CH:61]=2)=[CH:58][N:59]=1)[C:45]1[CH:50]=[CH:49][CH:48]=[CH:47][CH:46]=1. The yield is 0.140. (5) The reactants are [Cl:1][C:2]1[CH:10]=[C:9]2[C:5](/[C:6](=[CH:12]/[C:13]3[CH:17]=[CH:16][S:15][CH:14]=3)/[C:7](=[O:11])[NH:8]2)=[CH:4][CH:3]=1.[C:18]([O:22][C:23](O[C:23]([O:22][C:18]([CH3:21])([CH3:20])[CH3:19])=[O:24])=[O:24])([CH3:21])([CH3:20])[CH3:19]. The catalyst is CN(C)C1C=CN=CC=1.ClCCl. The product is [C:18]([O:22][C:23]([N:8]1[C:9]2[C:5](=[CH:4][CH:3]=[C:2]([Cl:1])[CH:10]=2)/[C:6](=[CH:12]/[C:13]2[CH:17]=[CH:16][S:15][CH:14]=2)/[C:7]1=[O:11])=[O:24])([CH3:21])([CH3:20])[CH3:19]. The yield is 0.600. (6) The reactants are [NH2:1][CH2:2][CH2:3][N:4]1[CH:12]=[C:11]2[C:6]([N:7]=[C:8]([C:26]3[CH:31]=[CH:30][C:29]([F:32])=[CH:28][CH:27]=3)[C:9]([C:20]3[CH:25]=[CH:24][N:23]=[CH:22][CH:21]=3)=[C:10]2[C:13]2[CH:18]=[CH:17][C:16]([F:19])=[CH:15][CH:14]=2)=[N:5]1.[CH3:33][S:34](Cl)(=[O:36])=[O:35]. The catalyst is CN(C1C=CN=CC=1)C.N1C=CC=CC=1. The product is [F:19][C:16]1[CH:17]=[CH:18][C:13]([C:10]2[C:11]3[C:6](=[N:5][N:4]([CH2:3][CH2:2][NH:1][S:34]([CH3:33])(=[O:36])=[O:35])[CH:12]=3)[N:7]=[C:8]([C:26]3[CH:27]=[CH:28][C:29]([F:32])=[CH:30][CH:31]=3)[C:9]=2[C:20]2[CH:25]=[CH:24][N:23]=[CH:22][CH:21]=2)=[CH:14][CH:15]=1. The yield is 0.950. (7) The reactants are C[Si]([N-][Si](C)(C)C)(C)C.[Li+].[Br:11][C:12]1[CH:13]=[C:14]([NH:18][C:19]2[C:39]([CH:40]3[CH2:42][CH2:41]3)=[CH:38][C:22]3[C:23]([C:33]([O:35][CH2:36][CH3:37])=[O:34])=[C:24]([C:26]4[CH:31]=[CH:30][C:29]([F:32])=[CH:28][CH:27]=4)[O:25][C:21]=3[CH:20]=2)[CH:15]=[CH:16][CH:17]=1.[CH3:43][S:44](Cl)(=[O:46])=[O:45].O. The catalyst is C1COCC1.CCOC(C)=O. The product is [Br:11][C:12]1[CH:13]=[C:14]([N:18]([C:19]2[C:39]([CH:40]3[CH2:42][CH2:41]3)=[CH:38][C:22]3[C:23]([C:33]([O:35][CH2:36][CH3:37])=[O:34])=[C:24]([C:26]4[CH:27]=[CH:28][C:29]([F:32])=[CH:30][CH:31]=4)[O:25][C:21]=3[CH:20]=2)[S:44]([CH3:43])(=[O:46])=[O:45])[CH:15]=[CH:16][CH:17]=1. The yield is 0.370. (8) The reactants are C[O:2][C:3](=[O:11])[C:4]1[CH:9]=[CH:8][C:7]([NH2:10])=[CH:6][N:5]=1.[F:12][C:13]1[CH:32]=[CH:31][C:16]([O:17][C:18]2[C:19]([C:28](O)=[O:29])=[N:20][C:21]3[C:26]([N:27]=2)=[CH:25][CH:24]=[CH:23][CH:22]=3)=[C:15]([O:33][CH3:34])[CH:14]=1.CN1CCOCC1.CN(C(ON1N=NC2C=CC=NC1=2)=[N+](C)C)C.F[P-](F)(F)(F)(F)F.[OH-].[Na+]. The catalyst is CN(C=O)C.CO. The product is [F:12][C:13]1[CH:32]=[CH:31][C:16]([O:17][C:18]2[C:19]([C:28]([NH:10][C:7]3[CH:8]=[CH:9][C:4]([C:3]([OH:2])=[O:11])=[N:5][CH:6]=3)=[O:29])=[N:20][C:21]3[C:26]([N:27]=2)=[CH:25][CH:24]=[CH:23][CH:22]=3)=[C:15]([O:33][CH3:34])[CH:14]=1. The yield is 0.230. (9) The reactants are [CH2:1]([O:8][C:9]([C:11]1[O:12][C:13]([CH:16]=[O:17])=[CH:14][CH:15]=1)=[O:10])[C:2]1[CH:7]=[CH:6][CH:5]=[CH:4][CH:3]=1.[CH2:18]([Mg]Br)[CH:19]=[CH2:20].Cl. The catalyst is O1CCCC1. The product is [CH2:1]([O:8][C:9]([C:11]1[O:12][C:13]([CH:16]([OH:17])[C:19]([CH3:20])=[CH2:18])=[CH:14][CH:15]=1)=[O:10])[C:2]1[CH:7]=[CH:6][CH:5]=[CH:4][CH:3]=1. The yield is 0.940.